Predict which catalyst facilitates the given reaction. From a dataset of Catalyst prediction with 721,799 reactions and 888 catalyst types from USPTO. (1) Reactant: [F:1][C:2]1[CH:22]=[CH:21][CH:20]=[C:19]([F:23])[C:3]=1[CH2:4][O:5][C:6]1[C:7]2[N:8]([C:12]([C:16]([OH:18])=O)=[C:13]([CH3:15])[N:14]=2)[CH:9]=[CH:10][CH:11]=1.F[B-](F)(F)F.N1(O[C+](N(C)C)N(C)C)C2C=CC=CC=2N=N1.C[N:47]1CC[O:50][CH2:49][CH2:48]1.NC(C[C:58]([F:61])([F:60])[F:59])CO. Product: [F:23][C:19]1[CH:20]=[CH:21][CH:22]=[C:2]([F:1])[C:3]=1[CH2:4][O:5][C:6]1[C:7]2[N:8]([C:12]([C:16]([NH:47][CH:48]([CH2:49][OH:50])[C:58]([F:61])([F:60])[F:59])=[O:18])=[C:13]([CH3:15])[N:14]=2)[CH:9]=[CH:10][CH:11]=1. The catalyst class is: 139. (2) Reactant: [C:1](Cl)(=[O:3])[CH3:2].[Cl-].[Al+3].[Cl-].[Cl-].C(Cl)Cl.[C:12]([C:16]1[CH:21]=[CH:20][CH:19]=[CH:18][C:17]=1[OH:22])([CH3:15])([CH3:14])[CH3:13]. Product: [C:12]([C:16]1[CH:21]=[C:20]([C:1](=[O:3])[CH3:2])[CH:19]=[CH:18][C:17]=1[OH:22])([CH3:15])([CH3:13])[CH3:14]. The catalyst class is: 13. (3) Reactant: [Si:1]([O:8][CH2:9][CH:10]1[CH2:15][N:14]2[N:16]=[C:17]([I:24])[C:18]([C:19]([O:21][CH2:22][CH3:23])=[O:20])=[C:13]2[C:12](=O)[NH:11]1)([C:4]([CH3:7])([CH3:6])[CH3:5])([CH3:3])[CH3:2].C(O)C. Product: [Si:1]([O:8][CH2:9][CH:10]1[CH2:15][N:14]2[N:16]=[C:17]([I:24])[C:18]([C:19]([O:21][CH2:22][CH3:23])=[O:20])=[C:13]2[CH2:12][NH:11]1)([C:4]([CH3:7])([CH3:6])[CH3:5])([CH3:2])[CH3:3]. The catalyst class is: 1. (4) Reactant: [CH2:1]([N:3]([CH2:24][CH3:25])[C:4]1[C:5]([C:18]2[CH:23]=[CH:22][CH:21]=[CH:20][CH:19]=2)=[N:6][C:7]2[C:12]([N:13]=1)=[CH:11][C:10]([C:14]([O:16]C)=[O:15])=[CH:9][CH:8]=2)[CH3:2].[OH-].[Na+].Cl. Product: [CH2:24]([N:3]([CH2:1][CH3:2])[C:4]1[C:5]([C:18]2[CH:23]=[CH:22][CH:21]=[CH:20][CH:19]=2)=[N:6][C:7]2[C:12]([N:13]=1)=[CH:11][C:10]([C:14]([OH:16])=[O:15])=[CH:9][CH:8]=2)[CH3:25]. The catalyst class is: 24. (5) Reactant: [F:1][C:2]1[CH:3]=[C:4]([CH:8]=[C:9]([F:11])[CH:10]=1)[C:5](O)=[O:6].ON1C2C=CC=CC=2N=N1.Cl.[CH3:23][NH:24][O:25][CH3:26].C(N(CC)CC)C.CNC(N=C=NCC)CCNC. Product: [F:1][C:2]1[CH:3]=[C:4]([CH:8]=[C:9]([F:11])[CH:10]=1)[C:5]([N:24]([O:25][CH3:26])[CH3:23])=[O:6]. The catalyst class is: 91. (6) Product: [CH3:39][O:40][CH2:41][CH2:42][O:43][CH2:44][CH2:45][O:46][CH2:47][CH2:48][O:1][C:2]1[CH:7]=[C:6]([N+:8]([O-:10])=[O:9])[CH:5]=[CH:4][C:3]=1[C:11]1[S:12][C:13]2[CH:19]=[CH:18][CH:17]=[CH:16][C:14]=2[N:15]=1. The catalyst class is: 1. Reactant: [OH:1][C:2]1[CH:7]=[C:6]([N+:8]([O-:10])=[O:9])[CH:5]=[CH:4][C:3]=1[C:11]1[S:12][C:13]2[CH:19]=[CH:18][CH:17]=[CH:16][C:14]=2[N:15]=1.C1(P(C2C=CC=CC=2)C2C=CC=CC=2)C=CC=CC=1.[CH3:39][O:40][CH2:41][CH2:42][O:43][CH2:44][CH2:45][O:46][CH2:47][CH2:48]O.CC(OC(/N=N/C(OC(C)C)=O)=O)C. (7) Reactant: Br[C:2]1[CH:7]=[CH:6][CH:5]=[C:4]([CH3:8])[N:3]=1.[Li+].CCC[CH2-].[CH2:14]([N:21]1[CH2:26][CH2:25][C:24]([NH:29][C:30]2[CH:35]=[CH:34][CH:33]=[CH:32][CH:31]=2)(C#N)[CH2:23][CH2:22]1)[C:15]1[CH:20]=[CH:19][CH:18]=[CH:17][CH:16]=1.O. Product: [CH2:14]([N:21]1[CH2:22][CH2:23][C:24]([NH:29][C:30]2[CH:35]=[CH:34][CH:33]=[CH:32][CH:31]=2)([C:2]2[CH:7]=[CH:6][CH:5]=[C:4]([CH3:8])[N:3]=2)[CH2:25][CH2:26]1)[C:15]1[CH:16]=[CH:17][CH:18]=[CH:19][CH:20]=1. The catalyst class is: 7.